From a dataset of Forward reaction prediction with 1.9M reactions from USPTO patents (1976-2016). Predict the product of the given reaction. (1) Given the reactants [I:1][C:2]1[CH:7]=[CH:6][C:5]([N:8]=[C:9]=[O:10])=[C:4]([F:11])[CH:3]=1.[CH3:12][NH2:13], predict the reaction product. The product is: [F:11][C:4]1[CH:3]=[C:2]([I:1])[CH:7]=[CH:6][C:5]=1[NH:8][C:9]([NH:13][CH3:12])=[O:10]. (2) Given the reactants [CH2:1]([C:8]1[C:9]([NH2:22])=[N:10][CH:11]=[C:12]([C:14]2[CH:19]=[CH:18][C:17]([O:20][CH3:21])=[CH:16][CH:15]=2)[N:13]=1)[C:2]1[CH:7]=[CH:6][CH:5]=[CH:4][CH:3]=1.[C:23](Cl)(=[O:32])[C:24]1[CH:29]=[CH:28][CH:27]=[C:26]([O:30][CH3:31])[CH:25]=1.O, predict the reaction product. The product is: [CH2:1]([C:8]1[C:9]([NH:22][C:23](=[O:32])[C:24]2[CH:29]=[CH:28][CH:27]=[C:26]([O:30][CH3:31])[CH:25]=2)=[N:10][CH:11]=[C:12]([C:14]2[CH:19]=[CH:18][C:17]([O:20][CH3:21])=[CH:16][CH:15]=2)[N:13]=1)[C:2]1[CH:7]=[CH:6][CH:5]=[CH:4][CH:3]=1. (3) Given the reactants [NH:1]1[C:9]2[C:4](=[CH:5][C:6]([C:10]([OH:12])=O)=[CH:7][CH:8]=2)[CH:3]=[CH:2]1.CCN(C(C)C)C(C)C.[C:22]([O:26][C:27]([N:29]1[CH2:34][CH2:33][NH:32][CH2:31][CH2:30]1)=[O:28])([CH3:25])([CH3:24])[CH3:23].CN(C(ON1N=NC2C=CC=CC1=2)=[N+](C)C)C.F[P-](F)(F)(F)(F)F, predict the reaction product. The product is: [C:22]([O:26][C:27]([N:29]1[CH2:34][CH2:33][N:32]([C:10]([C:6]2[CH:5]=[C:4]3[C:9](=[CH:8][CH:7]=2)[NH:1][CH:2]=[CH:3]3)=[O:12])[CH2:31][CH2:30]1)=[O:28])([CH3:25])([CH3:23])[CH3:24]. (4) Given the reactants Cl.[NH2:2][C@@H:3]1[C:17](=[O:18])[N:16]2[CH2:19][C@H:20]([O:22][C:23]3[N:24]=[C:25]4[C:30](=[C:31]5[C:36]=3[CH:35]=[CH:34][CH:33]=[CH:32]5)[CH:29]=[CH:28][C:27]([F:37])=[CH:26]4)[CH2:21][C@H:15]2[C:14](=[O:38])[NH:13][C@:12]2([C:40]([O:42][CH2:43][CH3:44])=[O:41])[CH2:39][C@H:11]2[CH:10]=[CH:9][CH2:8][CH2:7][CH2:6][CH2:5][CH2:4]1.CN1CCOCC1.[CH3:52][C:53]1[O:57][N:56]=[C:55]([C:58](O)=[O:59])[CH:54]=1.CN(C(ON1N=NC2C=CC=NC1=2)=[N+](C)C)C.F[P-](F)(F)(F)(F)F, predict the reaction product. The product is: [F:37][C:27]1[CH:28]=[CH:29][C:30]2[C:25]([CH:26]=1)=[N:24][C:23]([O:22][C@H:20]1[CH2:19][N:16]3[C:17](=[O:18])[C@@H:3]([NH:2][C:58]([C:55]4[CH:54]=[C:53]([CH3:52])[O:57][N:56]=4)=[O:59])[CH2:4][CH2:5][CH2:6][CH2:7][CH2:8][CH:9]=[CH:10][C@@H:11]4[CH2:39][C@@:12]4([C:40]([O:42][CH2:43][CH3:44])=[O:41])[NH:13][C:14](=[O:38])[C@@H:15]3[CH2:21]1)=[C:36]1[C:31]=2[CH:32]=[CH:33][CH:34]=[CH:35]1. (5) Given the reactants [CH2:1]([N:8]1[CH2:12][C@H:11]2[CH:13]([NH2:16])[CH2:14][CH2:15][C@H:10]2[CH2:9]1)[C:2]1[CH:7]=[CH:6][CH:5]=[CH:4][CH:3]=1.[CH:17]1([CH:23]([CH:27]2[CH2:32][CH2:31][CH2:30][CH2:29][CH2:28]2)[C:24](O)=[O:25])[CH2:22][CH2:21][CH2:20][CH2:19][CH2:18]1.ON1C2C=CC=CC=2N=N1.CC[N+](CCCN(C)C)=C=N, predict the reaction product. The product is: [CH2:1]([N:8]1[CH2:12][C@H:11]2[C@@H:13]([NH:16][C:24](=[O:25])[CH:23]([CH:17]3[CH2:22][CH2:21][CH2:20][CH2:19][CH2:18]3)[CH:27]3[CH2:32][CH2:31][CH2:30][CH2:29][CH2:28]3)[CH2:14][CH2:15][C@H:10]2[CH2:9]1)[C:2]1[CH:3]=[CH:4][CH:5]=[CH:6][CH:7]=1. (6) Given the reactants [CH3:1][O:2][C:3]1[CH:4]=[C:5]([CH2:19][CH2:20][C:21]([OH:23])=O)[CH:6]=[CH:7][C:8]=1[O:9][C:10]1[CH:15]=[CH:14][C:13]([N+:16]([O-:18])=[O:17])=[CH:12][N:11]=1.S(Cl)(Cl)=O.C(N(CC)CC)C.[CH2:35]([N:45]1[CH2:50][CH2:49][NH:48][CH2:47][CH2:46]1)[C:36]1[CH:44]=[CH:43][C:42]2[O:41][CH2:40][O:39][C:38]=2[CH:37]=1, predict the reaction product. The product is: [CH3:1][O:2][C:3]1[CH:4]=[C:5]([CH2:19][CH2:20][C:21]([N:48]2[CH2:49][CH2:50][N:45]([CH2:35][C:36]3[CH:44]=[CH:43][C:42]4[O:41][CH2:40][O:39][C:38]=4[CH:37]=3)[CH2:46][CH2:47]2)=[O:23])[CH:6]=[CH:7][C:8]=1[O:9][C:10]1[CH:15]=[CH:14][C:13]([N+:16]([O-:18])=[O:17])=[CH:12][N:11]=1. (7) Given the reactants [CH2:1]([C:3]1([OH:14])[CH2:6][N:5](C(OC(C)(C)C)=O)[CH2:4]1)[CH3:2].[C:15]([OH:21])([C:17]([F:20])([F:19])[F:18])=[O:16], predict the reaction product. The product is: [F:18][C:17]([F:20])([F:19])[C:15]([OH:21])=[O:16].[CH2:1]([C:3]1([OH:14])[CH2:6][NH:5][CH2:4]1)[CH3:2]. (8) Given the reactants [CH:1]1([C:4]2[CH:5]=[C:6]([C:33]([O:35][CH3:36])=[O:34])[C:7]([NH:10][C:11]3[CH:12]=[C:13]4[C:17](=[C:18]([C:20]5[CH:25]=[CH:24][CH:23]=[CH:22][CH:21]=5)[CH:19]=3)[N:16](C(OC(C)(C)C)=O)[CH:15]=[CH:14]4)=[N:8][CH:9]=2)[CH2:3][CH2:2]1, predict the reaction product. The product is: [CH:1]1([C:4]2[CH:9]=[N:8][C:7]([NH:10][C:11]3[CH:12]=[C:13]4[C:17](=[C:18]([C:20]5[CH:25]=[CH:24][CH:23]=[CH:22][CH:21]=5)[CH:19]=3)[NH:16][CH:15]=[CH:14]4)=[C:6]([CH:5]=2)[C:33]([O:35][CH3:36])=[O:34])[CH2:3][CH2:2]1. (9) Given the reactants Cl[C:2]1[CH:7]=[CH:6][N:5]=[CH:4][C:3]=1[N+:8]([O-:10])=[O:9].[Cl:11][C:12]1[CH:17]=[CH:16][C:15](B(O)O)=[CH:14][CH:13]=1.C(=O)([O-])[O-].[K+].[K+], predict the reaction product. The product is: [Cl:11][C:12]1[CH:17]=[CH:16][C:15]([C:2]2[CH:7]=[CH:6][N:5]=[CH:4][C:3]=2[N+:8]([O-:10])=[O:9])=[CH:14][CH:13]=1.